This data is from Catalyst prediction with 721,799 reactions and 888 catalyst types from USPTO. The task is: Predict which catalyst facilitates the given reaction. (1) Reactant: C(OC([N:8]1[CH2:13][CH2:12][CH:11]([CH2:14][CH2:15][C:16]([N:18]2[CH2:23][CH2:22][CH2:21][C@@H:20]([C:24]([NH:26][CH:27]([C:32]3[CH:33]=[N:34][CH:35]=[C:36]([C:38]4[CH:43]=[CH:42][C:41]([O:44][CH2:45][CH2:46][F:47])=[CH:40][CH:39]=4)[CH:37]=3)[CH2:28][C:29]([OH:31])=[O:30])=[O:25])[CH2:19]2)=[O:17])[CH2:10][CH2:9]1)=O)(C)(C)C.Cl. Product: [F:47][CH2:46][CH2:45][O:44][C:41]1[CH:40]=[CH:39][C:38]([C:36]2[CH:37]=[C:32]([C@@H:27]([NH:26][C:24]([C@@H:20]3[CH2:21][CH2:22][CH2:23][N:18]([C:16](=[O:17])[CH2:15][CH2:14][CH:11]4[CH2:12][CH2:13][NH:8][CH2:9][CH2:10]4)[CH2:19]3)=[O:25])[CH2:28][C:29]([OH:31])=[O:30])[CH:33]=[N:34][CH:35]=2)=[CH:43][CH:42]=1. The catalyst class is: 12. (2) Reactant: [O:1]1[CH2:4][CH:3]([NH:5][C:6](=[O:15])[CH2:7][NH:8][C:9]2[CH2:13][S:12][C:11](=[O:14])[N:10]=2)[CH2:2]1.[F:16][C:17]([F:38])([F:37])[C:18]1[CH:32]=[C:31]([C:33]([F:36])([F:35])[F:34])[CH:30]=[CH:29][C:19]=1[CH2:20][N:21]1[CH2:26][CH2:25][CH:24]([CH:27]=O)[CH2:23][CH2:22]1.C([O-])(=O)C.[NH2+]1CCCCC1. Product: [F:38][C:17]([F:16])([F:37])[C:18]1[CH:32]=[C:31]([C:33]([F:36])([F:35])[F:34])[CH:30]=[CH:29][C:19]=1[CH2:20][N:21]1[CH2:26][CH2:25][CH:24](/[CH:27]=[C:13]2/[C:9]([NH:8][CH2:7][C:6]([NH:5][CH:3]3[CH2:4][O:1][CH2:2]3)=[O:15])=[N:10][C:11](=[O:14])[S:12]/2)[CH2:23][CH2:22]1. The catalyst class is: 41.